This data is from Full USPTO retrosynthesis dataset with 1.9M reactions from patents (1976-2016). The task is: Predict the reactants needed to synthesize the given product. (1) Given the product [C:15]1([CH3:14])[C:20]([OH:21])=[CH:19][CH:18]=[C:17]([S:26][S:10][C:8]2[CH:9]=[C:4]([CH3:3])[C:5]([OH:13])=[CH:6][CH:7]=2)[CH:16]=1, predict the reactants needed to synthesize it. The reactants are: [OH-].[Na+].[CH3:3][C:4]1[CH:9]=[C:8]([S:10]C#N)[CH:7]=[CH:6][C:5]=1[OH:13].[CH3:14][C:15]1[CH:16]=[C:17]([S:26]CC2SC(C3C=CC(C(F)(F)F)=CC=3)=NC=2C)[CH:18]=[CH:19][C:20]=1[O:21]CC(O)=O.Cl. (2) Given the product [F:1][C:2]1[CH:3]=[C:4]([CH:5]=[CH:6][CH:7]=1)[O:8][CH2:10][CH2:11][C:12]([OH:14])=[O:13], predict the reactants needed to synthesize it. The reactants are: [F:1][C:2]1[CH:3]=[C:4]([OH:8])[CH:5]=[CH:6][CH:7]=1.Br[CH2:10][CH2:11][C:12]([OH:14])=[O:13].[OH-].[Na+].